This data is from Retrosynthesis with 50K atom-mapped reactions and 10 reaction types from USPTO. The task is: Predict the reactants needed to synthesize the given product. (1) Given the product O=C(N(CC1CNC1)[C@@H]1C[C@H]1c1ccccc1)C(F)(F)F, predict the reactants needed to synthesize it. The reactants are: CC(C)(C)OC(=O)N1CC(CN(C(=O)C(F)(F)F)[C@@H]2C[C@H]2c2ccccc2)C1. (2) Given the product COc1cc(C(F)(F)F)cc(C(F)(F)F)c1C(=O)N[C@@H]1CCCC[C@@H]1NC1CCN(C(C)=O)CC1, predict the reactants needed to synthesize it. The reactants are: CC(=O)N1CCC(=O)CC1.COc1cc(C(F)(F)F)cc(C(F)(F)F)c1C(=O)N[C@@H]1CCCC[C@@H]1N. (3) Given the product CCN(CC)C(=O)CO, predict the reactants needed to synthesize it. The reactants are: CCN(CC)C(=O)COCc1ccccc1. (4) Given the product O=C(c1ccc(Br)cc1F)N1CCN(c2ccc(C3CC3)cn2)CC1, predict the reactants needed to synthesize it. The reactants are: O=C(O)c1ccc(Br)cc1F.c1cc(N2CCNCC2)ncc1C1CC1. (5) Given the product COc1cc(-c2cncc(NCc3ccco3)n2)ccc1O, predict the reactants needed to synthesize it. The reactants are: COc1cc(B2OC(C)(C)C(C)(C)O2)ccc1O.Clc1cncc(NCc2ccco2)n1. (6) Given the product CCn1cc(NC(=O)c2ccccc2-c2ccc(C(F)(F)F)cc2)cc1C(=O)NCc1ccc(-c2ccc(C)cc2)cc1, predict the reactants needed to synthesize it. The reactants are: CCn1cc(NC(=O)c2ccccc2-c2ccc(C(F)(F)F)cc2)cc1C(=O)O.Cc1ccc(-c2ccc(CN)cc2)cc1. (7) Given the product CCNCc1cccc(-c2cc(C(N)=O)c3[nH]cc(C4CCN(S(=O)(=O)CCCN5CCCC5)CC4)c3c2)c1, predict the reactants needed to synthesize it. The reactants are: CCN.NC(=O)c1cc(-c2cccc(C=O)c2)cc2c(C3CCN(S(=O)(=O)CCCN4CCCC4)CC3)c[nH]c12. (8) Given the product COc1cc(OC2CCOC2)cc([N+](=O)[O-])c1, predict the reactants needed to synthesize it. The reactants are: COc1cc(O)cc([N+](=O)[O-])c1.OC1CCOC1. (9) Given the product Cc1cc(NCCCc2cccnc2)c([N+](=O)[O-])cc1C, predict the reactants needed to synthesize it. The reactants are: BrCCCc1cccnc1.Cc1cc(N)c([N+](=O)[O-])cc1C. (10) The reactants are: CI.Oc1cccc2cnccc12. Given the product COc1cccc2cnccc12, predict the reactants needed to synthesize it.